Dataset: HIV replication inhibition screening data with 41,000+ compounds from the AIDS Antiviral Screen. Task: Binary Classification. Given a drug SMILES string, predict its activity (active/inactive) in a high-throughput screening assay against a specified biological target. (1) The compound is C[N+](C)(C)C(CSSCC(C(O)=[OH+])[N+](C)(C)C)C(=O)[O-]. The result is 0 (inactive). (2) The compound is C=C1c2c(C)coc2C(=O)c2c(O)cc(OC)c(C)c21. The result is 0 (inactive).